Dataset: Full USPTO retrosynthesis dataset with 1.9M reactions from patents (1976-2016). Task: Predict the reactants needed to synthesize the given product. (1) Given the product [CH2:1]([O:8][C:9]([N:11]1[CH2:16][CH2:15][CH2:14][CH:13]([C:17]2[NH:35][N:34]=[N:33][N:18]=2)[CH2:12]1)=[O:10])[C:2]1[CH:3]=[CH:4][CH:5]=[CH:6][CH:7]=1, predict the reactants needed to synthesize it. The reactants are: [CH2:1]([O:8][C:9]([N:11]1[CH2:16][CH2:15][CH2:14][CH:13]([C:17]#[N:18])[CH2:12]1)=[O:10])[C:2]1[CH:7]=[CH:6][CH:5]=[CH:4][CH:3]=1.C([Sn](=O)CCCC)CCC.C[Si]([N:33]=[N+:34]=[N-:35])(C)C. (2) Given the product [CH3:18][N:17]([CH2:19][CH:7]([C:8](=[O:10])[CH3:9])[CH2:6][CH:2]([CH3:1])[C:3]([O:5][CH2:20][CH3:21])=[O:4])[CH3:16], predict the reactants needed to synthesize it. The reactants are: [CH3:1][CH:2]([CH2:6]/[CH:7]=[C:8](\[O:10][Si](C)(C)C)/[CH3:9])[C:3]([O-:5])=[O:4].[I-].[CH3:16][N+:17]([CH3:19])=[CH2:18].[C:20](#N)[CH3:21].